From a dataset of Full USPTO retrosynthesis dataset with 1.9M reactions from patents (1976-2016). Predict the reactants needed to synthesize the given product. Given the product [CH3:15][N:8]([CH:9]1[CH2:14][CH2:13][O:12][CH2:11][CH2:10]1)[C:5]1[CH:4]=[CH:3][C:2]([B:24]2[O:25][C:26]([CH3:28])([CH3:27])[C:22]([CH3:38])([CH3:21])[O:23]2)=[CH:7][N:6]=1, predict the reactants needed to synthesize it. The reactants are: Br[C:2]1[CH:3]=[CH:4][C:5]([N:8]([CH3:15])[CH:9]2[CH2:14][CH2:13][O:12][CH2:11][CH2:10]2)=[N:6][CH:7]=1.CC([O-])=O.[K+].[CH3:21][C:22]1([CH3:38])[C:26]([CH3:28])([CH3:27])[O:25][B:24]([B:24]2[O:25][C:26]([CH3:28])([CH3:27])[C:22]([CH3:38])([CH3:21])[O:23]2)[O:23]1.